Task: Predict the product of the given reaction.. Dataset: Forward reaction prediction with 1.9M reactions from USPTO patents (1976-2016) (1) Given the reactants [Br:1][C:2]1[C:3]([F:15])=[C:4]([CH:8](C(O)=O)[C:9]([OH:11])=[O:10])[CH:5]=[CH:6][CH:7]=1, predict the reaction product. The product is: [Br:1][C:2]1[C:3]([F:15])=[C:4]([CH2:8][C:9]([OH:11])=[O:10])[CH:5]=[CH:6][CH:7]=1. (2) Given the reactants [CH:1]1([NH:4][CH2:5][CH2:6][CH2:7][O:8][C:9]2[CH:10]=[N:11][CH:12]=[CH:13][CH:14]=2)[CH2:3][CH2:2]1.[O:15]=[C:16]([OH:28])[C@@H:17]([C@H:19]([C@H:21]([C@@H:23]([C:25]([OH:27])=[O:26])[OH:24])[OH:22])[OH:20])[OH:18].O, predict the reaction product. The product is: [O:15]=[C:16]([OH:28])[C@@H:17]([C@H:19]([C@H:21]([C@@H:23]([C:25]([OH:27])=[O:26])[OH:24])[OH:22])[OH:20])[OH:18].[CH:1]1([NH:4][CH2:5][CH2:6][CH2:7][O:8][C:9]2[CH:10]=[N:11][CH:12]=[CH:13][CH:14]=2)[CH2:2][CH2:3]1.[CH:1]1([NH:4][CH2:5][CH2:6][CH2:7][O:8][C:9]2[CH:10]=[N:11][CH:12]=[CH:13][CH:14]=2)[CH2:2][CH2:3]1. (3) Given the reactants [NH2:1][CH2:2][C:3]([NH:5][CH2:6][C:7]1[N:8]=[C:9]([NH:12][C:13]([NH:15][C:16]2[CH:21]=[CH:20][C:19]([CH3:22])=[CH:18][C:17]=2[C:23]([CH:25]2[CH2:29][CH2:28][CH2:27][CH2:26]2)=[O:24])=[O:14])[S:10][CH:11]=1)=[O:4].Br[CH2:31][C:32]([O:34][CH3:35])=[O:33], predict the reaction product. The product is: [CH3:35][O:34][C:32](=[O:33])[CH2:31][NH:1][CH2:2][C:3](=[O:4])[NH:5][CH2:6][C:7]1[N:8]=[C:9]([NH:12][C:13]([NH:15][C:16]2[CH:21]=[CH:20][C:19]([CH3:22])=[CH:18][C:17]=2[C:23]([CH:25]2[CH2:29][CH2:28][CH2:27][CH2:26]2)=[O:24])=[O:14])[S:10][CH:11]=1. (4) Given the reactants [NH:1]1[CH:5]=[CH:4][CH:3]=[N:2]1.C(=O)([O-])[O-].[Cs+].[Cs+].CC(N(C)C)=O.[Br:18][C:19]1[CH:20]=[N:21][C:22](Cl)=[N:23][CH:24]=1, predict the reaction product. The product is: [Br:18][C:19]1[CH:20]=[N:21][C:22]([N:1]2[CH:5]=[CH:4][CH:3]=[N:2]2)=[N:23][CH:24]=1. (5) Given the reactants [CH3:1][O:2][C:3]1[CH:8]=[CH:7][C:6]([NH:9][C:10](=[O:25])[CH:11]=[CH:12][C:13]2[C:18]([O:19][CH3:20])=[CH:17][C:16]([O:21][CH3:22])=[CH:15][C:14]=2[O:23][CH3:24])=[CH:5][C:4]=1[N+:26]([O-])=O.S(S([O-])=O)([O-])=O.[Na+].[Na+].O.C(OCC)(=O)C, predict the reaction product. The product is: [CH3:1][O:2][C:3]1[CH:8]=[CH:7][C:6]([NH:9][C:10](=[O:25])/[CH:11]=[CH:12]/[C:13]2[C:14]([O:23][CH3:24])=[CH:15][C:16]([O:21][CH3:22])=[CH:17][C:18]=2[O:19][CH3:20])=[CH:5][C:4]=1[NH2:26]. (6) Given the reactants C[O:2][C:3]1[C:10]([O:11][CH2:12][CH2:13][O:14][CH3:15])=[CH:9][C:6]([C:7]#[N:8])=[C:5]([N+:16]([O-:18])=[O:17])[CH:4]=1.[Al+3].[Cl-].[Cl-].[Cl-].CC(=O)OCC, predict the reaction product. The product is: [OH:2][C:3]1[C:10]([O:11][CH2:12][CH2:13][O:14][CH3:15])=[CH:9][C:6]([C:7]#[N:8])=[C:5]([N+:16]([O-:18])=[O:17])[CH:4]=1. (7) The product is: [OH:14][C:5]1[CH:6]=[C:7]([CH:12]=[CH:13][C:4]=1[C:1](=[N:19][OH:20])[CH3:2])[C:8]([O:10][CH3:11])=[O:9]. Given the reactants [C:1]([C:4]1[CH:13]=[CH:12][C:7]([C:8]([O:10][CH3:11])=[O:9])=[CH:6][C:5]=1[OH:14])(=O)[CH3:2].CCO.Cl.[NH2:19][OH:20], predict the reaction product.